This data is from Reaction yield outcomes from USPTO patents with 853,638 reactions. The task is: Predict the reaction yield, written as a fraction of the theoretical maximum amount of product (1.0 means a 100% yield; for example, 0.34 means a 34% yield). The reactants are N(OCCC(C)C)=O.CS[S:11][CH3:12].[Br:13][C:14]1[CH:20]=[CH:19][C:17](N)=[C:16]([C:21]([F:24])([F:23])[F:22])[CH:15]=1. No catalyst specified. The product is [Br:13][C:14]1[CH:20]=[CH:19][C:17]([S:11][CH3:12])=[C:16]([C:21]([F:22])([F:23])[F:24])[CH:15]=1. The yield is 0.870.